From a dataset of Experimentally validated miRNA-target interactions with 360,000+ pairs, plus equal number of negative samples. Binary Classification. Given a miRNA mature sequence and a target amino acid sequence, predict their likelihood of interaction. (1) The miRNA is dme-miR-4-3p with sequence AUAAAGCUAGACAACCAUUGA. The protein sequence of the target gene is MAPTQGPRAPLEFGGPLGAAALLLLLPATMFHLLLAARSGPARLLGPPASLPGLEVLWSPRALLLWLAWLGLQAALYLLPARKVAEGQELKDKSRLRYPINGFQALVLTALLVGLGMSAGLPLGALPEMLLPLAFVATLTAFIFSLFLYMKAQVAPVSALAPGGNSGNPIYDFFLGRELNPRICFFDFKYFCELRPGLIGWVLINLALLMKEAELRGSPSLAMWLVNGFQLLYVGDALWHEEAVLTTMDITHDGFGFMLAFGDMAWVPFTYSLQAQFLLHHPQPLGLPMASVICLINATG.... Result: 0 (no interaction). (2) The miRNA is cel-miR-1824-5p with sequence UGGCAGUGUUUCUCCCCCAACUU. The protein sequence of the target gene is MGSLFPLSLLFFLAAAYPGVGSALGRRTKRAQSPKGSPLAPSGTSVPFWVRMSPEFVAVQPGKSVQLNCSNSCPQPQNSSLRTPLRQGKTLRGPGWVSYQLLDVRAWSSLAHCLVTCAGKTRWATSRITAYKPPHSVILEPPVLKGRKYTLRCHVTQVFPVGYLVVTLRHGSRVIYSESLERFTGLDLANVTLTYEFAAGPRDFWQPVICHARLNLDGLVVRNSSAPITLMLAWSPAPTALASGSIAALVGILLTVGAAYLCKCLAMKSQA. Result: 0 (no interaction). (3) Result: 1 (interaction). The miRNA is hsa-miR-548aq-3p with sequence CAAAAACUGCAAUUACUUUUGC. The protein sequence of the target gene is MSDTAVADTRRLNSKPQDLTDAYGPPSNFLEIDIFNPQTVGVGRARFTTYEVRMRTNLPIFKLKESCVRRRYSDFEWLKNELERDSKIVVPPLPGKALKRQLPFRGDEGIFEESFIEERRQGLEQFINKIAGHPLAQNERCLHMFLQEEAIDRNYVPGKVRQ. (4) The miRNA is mmu-miR-328-3p with sequence CUGGCCCUCUCUGCCCUUCCGU. The protein sequence of the target gene is MAALCRTRAVAAESHFLRVFLFFRPFRGVGTESGSESGSSNAKEPKTRAGGFASALERHSELLQKVEPLQKGSPKNVESFASMLRHSPLTQMGPAKDKLVIGRIFHIVENDLYIDFGGKFHCVCRRPEVDGEKYQKGTRVRLRLLDLELTSRFLGATTDTTVLEANAVLLGIQESKDSRSKEEHHEK. Result: 0 (no interaction). (5) The miRNA is rno-miR-133b-5p with sequence GCUGGUCAAACGGAACCAAGU. The protein sequence of the target gene is MGQLFSSPKSDENNDLPSSFTGYFKKFNTGRKIISQEILNLIELRMRKGNIQLTNSAISDALKEIDSSVLNVAVTGETGSGKSSFINTLRGIGNEEEGAAKTGVVEVTMERHPYKHPNIPNVVFWDLPGIGSTNFPPNTYLEKMKFYEYDFFIIISATRFKKNDIDIAKAISMMKKEFYFVRTKVDSDITNEADGKPQTFDKEKVLQDIRLNCVNTFRENGIAEPPIFLLSNKNVCHYDFPVLMDKLISDLPIYKRHNFMVSLPNITDSVIEKKRQFLKQRIWLEGFAADLVNIIPSLTF.... Result: 0 (no interaction). (6) The miRNA is mmu-miR-466g with sequence AUACAGACACAUGCACACACA. The protein sequence of the target gene is MTTGDCCHLPGSLCDCSSSPAFSKVVEATGLGPPQYVAQVTSRDGRLLSTVIRALDSQSDCPFCRICHEGANGENLLSPCGCTGTLGAVHKSCLEKWLSSSNTSYCELCHTEFAVEKRPRPLTEWLKDPGPRTEKRTLCCDMVCFVFITPLAAISGWLCLRGAQDHLRLHSRLEAVGLIALTIALFTIYVLWTLVSFRYHCQLYSEWRKTNQKVRLKIREADGSEDPHHSLLATGLLKKVAEETPV. Result: 1 (interaction). (7) The miRNA is hsa-miR-6076 with sequence AGCAUGACAGAGGAGAGGUGG. The protein sequence of the target gene is MDRNYPSAGFGDPLGAGAGWSYERSAKASLVYGSSRTSHPETDILHRQAYAAPHPLQSYATNHHPAGLSGLFDTGLHHAGSAGPDASVMNLISALESRGPQPGPSASSLLSQFRSPSWQTAMHTPGPTELFISGALPGSSTFPSSSALSAYQHPASFGSRPFPVPSSLSLQDPPFSPPANGLLSPHDVLHLKPSQAPTVPSSLGFERLAGGGVLGPAGLGPAQTPPYRPGPPDPPPPPRHLPTQFNLLASSSAAAAAAEQSSPQLYNFSGAAPGPPPPERALPRQDTVIKHYQRPASAQP.... Result: 1 (interaction).